Dataset: Forward reaction prediction with 1.9M reactions from USPTO patents (1976-2016). Task: Predict the product of the given reaction. (1) Given the reactants [Cl:1][C:2]1[CH:18]=[CH:17][C:5]2[CH2:6][CH2:7][N:8]([C:11](=[O:16])[C:12]([F:15])([F:14])[F:13])[CH2:9][CH2:10][C:4]=2[C:3]=1OS(C(F)(F)F)(=O)=O.[F:27][C:28]1[CH:33]=[CH:32][C:31]([C@@H:34]([NH2:36])[CH3:35])=[CH:30][CH:29]=1, predict the reaction product. The product is: [Cl:1][C:2]1[CH:18]=[CH:17][C:5]2[CH2:6][CH2:7][N:8]([C:11](=[O:16])[C:12]([F:14])([F:15])[F:13])[CH2:9][CH2:10][C:4]=2[C:3]=1[NH:36][C@H:34]([C:31]1[CH:32]=[CH:33][C:28]([F:27])=[CH:29][CH:30]=1)[CH3:35]. (2) Given the reactants [OH:1][C:2]1[CH:7]=[CH:6][C:5]([CH2:8][CH2:9][CH2:10][NH:11][C:12](=[O:14])[CH3:13])=[CH:4][CH:3]=1.Cl[C:16]1[CH:21]=[CH:20][C:19]([O:22][CH:23]2[CH2:27][CH2:26][CH2:25][CH2:24]2)=[CH:18][N:17]=1, predict the reaction product. The product is: [CH:23]1([O:22][C:19]2[CH:20]=[CH:21][C:16]([O:1][C:2]3[CH:3]=[CH:4][C:5]([CH2:8][CH2:9][CH2:10][NH:11][C:12](=[O:14])[CH3:13])=[CH:6][CH:7]=3)=[N:17][CH:18]=2)[CH2:24][CH2:25][CH2:26][CH2:27]1.